From a dataset of Reaction yield outcomes from USPTO patents with 853,638 reactions. Predict the reaction yield, written as a fraction of the theoretical maximum amount of product (1.0 means a 100% yield; for example, 0.34 means a 34% yield). The reactants are [NH2:1][C:2]1[CH:7]=[CH:6][C:5]([SH:8])=[CH:4][CH:3]=1.Cl[C:10]1[CH:15]=[CH:14][N:13]=[C:12]([NH:16][C:17](=[O:23])[O:18][C:19]([CH3:22])([CH3:21])[CH3:20])[CH:11]=1. The catalyst is CN(C)C=O.C(OCC)(=O)C. The product is [NH2:1][C:2]1[CH:7]=[CH:6][C:5]([S:8][C:10]2[CH:15]=[CH:14][N:13]=[C:12]([NH:16][C:17](=[O:23])[O:18][C:19]([CH3:21])([CH3:20])[CH3:22])[CH:11]=2)=[CH:4][CH:3]=1. The yield is 0.260.